Dataset: Reaction yield outcomes from USPTO patents with 853,638 reactions. Task: Predict the reaction yield, written as a fraction of the theoretical maximum amount of product (1.0 means a 100% yield; for example, 0.34 means a 34% yield). The reactants are [NH2:1][CH2:2][C:3]1[CH:10]=[CH:9][C:6]([C:7]#[N:8])=[CH:5][CH:4]=1.N[C@H:12]([C:15]([OH:17])=[O:16])[CH2:13][SH:14].C(N(CC)CC)C.[CH3:25][C:26]([O:29][C:30](O[C:30]([O:29][C:26]([CH3:28])([CH3:27])[CH3:25])=[O:31])=[O:31])([CH3:28])[CH3:27]. The catalyst is CO. The product is [C:26]([O:29][C:30]([NH:8][CH2:7][C:6]1[CH:9]=[CH:10][C:3]([C:2]2[S:14][CH2:13][C@@H:12]([C:15]([OH:17])=[O:16])[N:1]=2)=[CH:4][CH:5]=1)=[O:31])([CH3:28])([CH3:27])[CH3:25]. The yield is 0.768.